From a dataset of Full USPTO retrosynthesis dataset with 1.9M reactions from patents (1976-2016). Predict the reactants needed to synthesize the given product. (1) Given the product [C:1]([O:5][C:6](=[O:28])[CH2:7][C@H:8]([NH:16][S:17]([C:20]1[CH:25]=[CH:24][C:23]([NH2:26])=[CH:22][C:21]=1[O:27][C@H:37]([CH3:38])[CH2:36][N:35]1[C:34]2[CH:40]=[CH:41][CH:42]=[CH:43][C:33]=2[N:32]=[C:31]1[S:30][CH3:29])(=[O:18])=[O:19])[CH:9]([O:10][CH2:11][CH3:12])[O:13][CH2:14][CH3:15])([CH3:3])([CH3:4])[CH3:2], predict the reactants needed to synthesize it. The reactants are: [C:1]([O:5][C:6](=[O:28])[CH2:7][C@H:8]([NH:16][S:17]([C:20]1[CH:25]=[CH:24][C:23]([NH2:26])=[CH:22][C:21]=1[OH:27])(=[O:19])=[O:18])[CH:9]([O:13][CH2:14][CH3:15])[O:10][CH2:11][CH3:12])([CH3:4])([CH3:3])[CH3:2].[CH3:29][S:30][C:31]1[N:35]([CH2:36][C@@H:37](O)[CH3:38])[C:34]2[CH:40]=[CH:41][CH:42]=[CH:43][C:33]=2[N:32]=1.C1(P(C2C=CC=CC=2)C2C=CC=CC=2)C=CC=CC=1.N(C(OC(C)C)=O)=NC(OC(C)C)=O.C1(O)C=CC=CC=1. (2) The reactants are: [CH3:1][N:2]1[CH:10]=[C:9]2[C:4]([CH:5]=[CH:6][CH:7]=[C:8]2[C@@H:11]2[CH2:13][C@H:12]2[CH2:14][NH2:15])=[N:3]1.C(N(CC)CC)C.[C:23](O[C:23]([O:25][C:26]([CH3:29])([CH3:28])[CH3:27])=[O:24])([O:25][C:26]([CH3:29])([CH3:28])[CH3:27])=[O:24]. Given the product [C:26]([O:25][C:23](=[O:24])[NH:15][CH2:14][C@@H:12]1[CH2:13][C@H:11]1[C:8]1[C:9]2[C:4]([CH:5]=[CH:6][CH:7]=1)=[N:3][N:2]([CH3:1])[CH:10]=2)([CH3:29])([CH3:28])[CH3:27], predict the reactants needed to synthesize it. (3) Given the product [F:18][C:2]([F:1])([C:7]1[CH:12]=[CH:11][CH:10]=[C:9]2[C:8]=1[CH2:13][CH2:14][C:15]2=[O:17])[C:3]([F:4])([F:5])[F:6], predict the reactants needed to synthesize it. The reactants are: [F:1][C:2]([F:18])([C:7]1[CH:12]=[CH:11][CH:10]=[CH:9][C:8]=1[CH2:13][CH2:14][C:15]([OH:17])=O)[C:3]([F:6])([F:5])[F:4]. (4) Given the product [F:1][C:2]1[CH:9]=[C:8](/[CH:10]=[CH:11]/[B:12]2[O:16][C:15]([CH3:18])([CH3:17])[C:14]([CH3:20])([CH3:19])[O:13]2)[CH:7]=[CH:6][C:3]=1[CH2:4][N:21]1[CH2:26][CH2:25][O:24][CH2:23][CH2:22]1, predict the reactants needed to synthesize it. The reactants are: [F:1][C:2]1[CH:9]=[C:8](/[CH:10]=[CH:11]/[B:12]2[O:16][C:15]([CH3:18])([CH3:17])[C:14]([CH3:20])([CH3:19])[O:13]2)[CH:7]=[CH:6][C:3]=1[CH:4]=O.[NH:21]1[CH2:26][CH2:25][O:24][CH2:23][CH2:22]1.[BH-](OC(C)=O)(OC(C)=O)OC(C)=O.[Na+].CC(O)=O. (5) The reactants are: Cl[C:2]1[N:7]=[C:6]2[CH2:8][CH2:9][CH2:10][C:5]2=[C:4]([Cl:11])[CH:3]=1.[Cl:12][C:13]1[CH:14]=[C:15](B(O)O)[CH:16]=[C:17]([F:19])[CH:18]=1. Given the product [Cl:11][C:4]1[CH:3]=[C:2]([C:15]2[CH:16]=[C:17]([F:19])[CH:18]=[C:13]([Cl:12])[CH:14]=2)[N:7]=[C:6]2[CH2:8][CH2:9][CH2:10][C:5]=12, predict the reactants needed to synthesize it.